Dataset: Full USPTO retrosynthesis dataset with 1.9M reactions from patents (1976-2016). Task: Predict the reactants needed to synthesize the given product. (1) Given the product [CH2:1]([O:3][C:4](=[O:18])[CH:5]([O:15][CH2:16][CH3:17])[CH2:6][C:7]1[CH:12]=[CH:11][C:10]([O:13][C:21]([CH3:20])([C:23]2[S:27][C:26]([C:28]3[CH:29]=[CH:30][C:31]([C:34]([F:35])([F:36])[F:37])=[CH:32][CH:33]=3)=[N:25][CH:24]=2)[CH3:40])=[CH:9][C:8]=1[CH3:14])[CH3:2], predict the reactants needed to synthesize it. The reactants are: [CH2:1]([O:3][C:4](=[O:18])[CH:5]([O:15][CH2:16][CH3:17])[CH2:6][C:7]1[CH:12]=[CH:11][C:10]([OH:13])=[CH:9][C:8]=1[CH3:14])[CH3:2].C[CH:20](C)[CH:21]([C:23]1[S:27][C:26]([C:28]2[CH:33]=[CH:32][C:31]([C:34]([F:37])([F:36])[F:35])=[CH:30][CH:29]=2)=[N:25][C:24]=1C)O.[CH2:40](P(CCCC)CCCC)CCC.CN(C)C(N=NC(N(C)C)=O)=O. (2) Given the product [N:11]1([CH2:10][C:9]([OH:20])=[O:8])[C:15]2=[CH:16][N:17]=[CH:18][CH:19]=[C:14]2[CH:13]=[CH:12]1, predict the reactants needed to synthesize it. The reactants are: C([O:8][C:9](=[O:20])[CH2:10][N:11]1[C:15]2=[CH:16][N:17]=[CH:18][CH:19]=[C:14]2[CH:13]=[CH:12]1)C1C=CC=CC=1.[H][H]. (3) Given the product [NH2:26][C@H:23]([CH2:24][CH3:25])[C:21]([NH:20][C:17]1[CH:16]=[N:15][C:14]([O:13][C:5]2[C:6]3[C:10]4([CH2:9][O:8][C:7]=3[C:2]([CH3:1])=[CH:3][CH:4]=2)[CH2:12][CH2:11]4)=[N:19][CH:18]=1)=[O:22], predict the reactants needed to synthesize it. The reactants are: [CH3:1][C:2]1[C:7]2[O:8][CH2:9][C:10]3([CH2:12][CH2:11]3)[C:6]=2[C:5]([O:13][C:14]2[N:19]=[CH:18][C:17]([NH:20][C:21]([C@H:23]([NH:26]C(=O)OC(C)(C)C)[CH2:24][CH3:25])=[O:22])=[CH:16][N:15]=2)=[CH:4][CH:3]=1.C(O)(C(F)(F)F)=O. (4) Given the product [SH:17][C:16]1[N:15]=[C:10]([OH:12])[C:5]2[C@H:4]([CH3:3])[CH2:8][CH2:7][C:6]=2[N:18]=1, predict the reactants needed to synthesize it. The reactants are: [OH-].[K+].[CH3:3][C@@H:4]1[CH2:8][CH2:7][C:6](=O)[CH:5]1[C:10]([O:12]CC)=O.[NH2:15][C:16]([NH2:18])=[S:17]. (5) Given the product [CH2:27]([O:26][CH2:25][C:16]1[C:17]([C:18]2[CH:23]=[CH:22][C:21]([CH3:24])=[CH:20][CH:19]=2)=[C:4]2[N:3]=[C:2]([N:38]3[CH2:42][CH2:41][CH2:40][C@H:39]3[CH2:43][OH:44])[CH:7]=[C:6]([C:8]3[CH:13]=[CH:12][C:11]([F:14])=[CH:10][CH:9]=3)[N:5]2[N:15]=1)[CH3:28], predict the reactants needed to synthesize it. The reactants are: Cl[C:2]1[CH:7]=[C:6]([C:8]2[CH:13]=[CH:12][C:11]([F:14])=[CH:10][CH:9]=2)[N:5]2[N:15]=[C:16]([CH2:25][O:26][CH2:27][CH3:28])[C:17]([C:18]3[CH:23]=[CH:22][C:21]([CH3:24])=[CH:20][CH:19]=3)=[C:4]2[N:3]=1.CCN(C(C)C)C(C)C.[NH:38]1[CH2:42][CH2:41][CH2:40][C@H:39]1[CH2:43][OH:44]. (6) Given the product [CH3:12][O:13][C:14]1[CH:15]=[C:16]([C:17]2[NH:1][N:2]=[C:3]([C:5]3[CH:10]=[CH:9][CH:8]=[C:7]([CH3:11])[N:6]=3)[N:4]=2)[CH:19]=[CH:20][CH:21]=1, predict the reactants needed to synthesize it. The reactants are: [NH2:1][NH:2][C:3]([C:5]1[CH:10]=[CH:9][CH:8]=[C:7]([CH3:11])[N:6]=1)=[NH:4].[CH3:12][O:13][C:14]1[CH:15]=[C:16]([CH:19]=[CH:20][CH:21]=1)[CH:17]=O. (7) Given the product [Br:50][C:11]1[N:10]=[C:9]([C:5]2[CH:4]=[C:3]([OH:2])[CH:8]=[CH:7][CH:6]=2)[N:14]=[C:13]2[N:15]([C:18]3[CH:23]=[CH:22][CH:21]=[CH:20][CH:19]=3)[N:16]=[CH:17][C:12]=12, predict the reactants needed to synthesize it. The reactants are: C[O:2][C:3]1[CH:4]=[C:5]([C:9]2[N:14]=[C:13]3[N:15]([C:18]4[CH:23]=[CH:22][CH:21]=[CH:20][CH:19]=4)[N:16]=[CH:17][C:12]3=[C:11](O)[N:10]=2)[CH:6]=[CH:7][CH:8]=1.ClC1N=C(C2C=CC=C(OC)C=2)N=C2N(C3C=CC=CC=3)N=CC=12.B(Br)(Br)[Br:50]. (8) Given the product [C:22]1([CH2:21][O:20][C:18]([NH:17][C:11]2([C:14]([O:16][CH3:30])=[O:15])[CH2:12][CH2:13][N:8]([C:6]([O:5][C:2]([CH3:1])([CH3:3])[CH3:4])=[O:7])[CH2:9][CH2:10]2)=[O:19])[CH:23]=[CH:24][CH:25]=[CH:26][CH:27]=1, predict the reactants needed to synthesize it. The reactants are: [CH3:1][C:2]([O:5][C:6]([N:8]1[CH2:13][CH2:12][C:11]([NH:17][C:18]([O:20][CH2:21][C:22]2[CH:27]=[CH:26][CH:25]=[CH:24][CH:23]=2)=[O:19])([C:14]([OH:16])=[O:15])[CH2:10][CH2:9]1)=[O:7])([CH3:4])[CH3:3].CI.[C:30](=O)([O-])[O-].[K+].[K+]. (9) The reactants are: C(OC(=O)[N:7]([C:13]1[CH:18]=[C:17]([N:19]2[CH2:24][CH2:23][C:22]([F:26])([F:25])[CH2:21][CH2:20]2)[CH:16]=[C:15]([CH2:27][S:28][C:29]2[N:33]=[C:32]([CH3:34])[NH:31][N:30]=2)[N:14]=1)[CH2:8][C:9]([F:12])([F:11])[F:10])(C)(C)C.N1[CH:41]=[CH:40][CH:39]=CC=1.C1([Bi])CC1.FC(F)(F)C(O)=O. Given the product [CH:39]1([N:31]2[C:32]([CH3:34])=[N:33][C:29]([S:28][CH2:27][C:15]3[N:14]=[C:13]([NH:7][CH2:8][C:9]([F:12])([F:11])[F:10])[CH:18]=[C:17]([N:19]4[CH2:20][CH2:21][C:22]([F:26])([F:25])[CH2:23][CH2:24]4)[CH:16]=3)=[N:30]2)[CH2:40][CH2:41]1, predict the reactants needed to synthesize it.